This data is from Full USPTO retrosynthesis dataset with 1.9M reactions from patents (1976-2016). The task is: Predict the reactants needed to synthesize the given product. (1) Given the product [CH3:10][N:9]1[CH:2]([CH3:1])[CH2:3][C:4]2([CH3:17])[CH2:12][CH:8]1[CH2:7][C:6]1[CH:13]=[CH:14][CH:15]=[CH:16][C:5]=12, predict the reactants needed to synthesize it. The reactants are: [CH3:1][CH:2]1[N:9]([C:10]#N)[CH:8]2[CH2:12][C:4]([CH3:17])([C:5]3[CH:16]=[CH:15][CH:14]=[CH:13][C:6]=3[CH2:7]2)[CH2:3]1.Cl.N. (2) Given the product [Br:12][C:13]1[CH:14]=[CH:15][C:16]([NH:19][C:20](=[O:23])[CH2:21][N:7]2[CH2:11][CH2:10][CH2:9][CH2:8]2)=[CH:17][CH:18]=1, predict the reactants needed to synthesize it. The reactants are: C(=O)([O-])[O-].[K+].[K+].[NH:7]1[CH2:11][CH2:10][CH2:9][CH2:8]1.[Br:12][C:13]1[CH:18]=[CH:17][C:16]([NH:19][C:20](=[O:23])[CH2:21]Cl)=[CH:15][CH:14]=1. (3) Given the product [F:33][CH:2]([F:1])[C:3]1[N:7]([C:8]2[CH:13]=[C:12]([N:14]3[CH2:15][CH2:16][O:17][CH2:18][CH2:19]3)[N:11]=[C:10]([NH:20][C@H:21]3[CH2:22][CH2:23][C@H:24]([N:27]4[CH2:42][CH2:43][CH2:44][C:45]4=[O:46])[CH2:25][CH2:26]3)[N:9]=2)[C:6]2[CH:28]=[C:29]([CH3:32])[CH:30]=[CH:31][C:5]=2[N:4]=1, predict the reactants needed to synthesize it. The reactants are: [F:1][CH:2]([F:33])[C:3]1[N:7]([C:8]2[CH:13]=[C:12]([N:14]3[CH2:19][CH2:18][O:17][CH2:16][CH2:15]3)[N:11]=[C:10]([NH:20][C@H:21]3[CH2:26][CH2:25][C@H:24]([NH2:27])[CH2:23][CH2:22]3)[N:9]=2)[C:6]2[CH:28]=[C:29]([CH3:32])[CH:30]=[CH:31][C:5]=2[N:4]=1.C(N(CC)CC)C.Cl[CH2:42][CH2:43][CH2:44][C:45](Cl)=[O:46]. (4) Given the product [CH:1]1([C:4]2[N:9]=[C:8]3[N:10]([C:18]4[CH:23]=[CH:22][CH:21]=[C:20]([C:24]#[C:25][C@:26]5([OH:33])[CH2:30][CH2:29][N:28]([CH3:31])[C:27]5=[O:32])[CH:19]=4)[N:11]=[C:12]([C:13]([NH2:34])=[O:15])[C:7]3=[CH:6][N:5]=2)[CH2:2][CH2:3]1, predict the reactants needed to synthesize it. The reactants are: [CH:1]1([C:4]2[N:9]=[C:8]3[N:10]([C:18]4[CH:23]=[CH:22][CH:21]=[C:20]([C:24]#[C:25][C@:26]5([OH:33])[CH2:30][CH2:29][N:28]([CH3:31])[C:27]5=[O:32])[CH:19]=4)[N:11]=[C:12]([C:13]([O:15]CC)=O)[C:7]3=[CH:6][N:5]=2)[CH2:3][CH2:2]1.[NH3:34]. (5) Given the product [CH2:1]([O:3][C:4]([C@H:6]1[CH2:8][C@@H:7]1[C@:9]1([CH3:15])[C:10]([F:14])([F:13])[CH2:11][O:12][C:18]([NH2:17])=[N:16]1)=[O:5])[CH3:2], predict the reactants needed to synthesize it. The reactants are: [CH2:1]([O:3][C:4]([C@H:6]1[CH2:8][C@@H:7]1[C@:9]([NH2:16])([CH3:15])[C:10]([F:14])([F:13])[CH2:11][OH:12])=[O:5])[CH3:2].[N:17]#[C:18]Br.C(#N)C. (6) The reactants are: Cl[C:2]1[NH:3][C:4]2[CH:10]=[CH:9][CH:8]=[CH:7][C:5]=2[N:6]=1.C([O-])([O-])=O.[Na+].[Na+].[CH:17]([C:19]1[CH:20]=[CH:21][C:22]([O:28][CH3:29])=[C:23](B(O)O)[CH:24]=1)=[O:18]. Given the product [CH3:29][O:28][C:22]1[CH:23]=[CH:24][C:19]([CH:17]=[O:18])=[CH:20][C:21]=1[C:2]1[NH:3][C:4]2[CH:10]=[CH:9][CH:8]=[CH:7][C:5]=2[N:6]=1, predict the reactants needed to synthesize it. (7) Given the product [CH2:27]([O:26][C:22]1[CH:21]=[C:20]([N:16]2[CH2:15][C:14]3([CH2:29][CH2:30][CH2:31][C:12]([CH2:11][N:7]4[C:6]5[CH:5]=[C:4]([C:33]#[N:34])[CH:3]=[C:2]([CH3:35])[C:10]=5[N:9]=[CH:8]4)([CH3:32])[CH2:13]3)[O:18][C:17]2=[O:19])[CH:25]=[CH:24][CH:23]=1)[CH3:28], predict the reactants needed to synthesize it. The reactants are: Br[C:2]1[C:10]2[N:9]=[CH:8][N:7]([CH2:11][C:12]3([CH3:32])[CH2:31][CH2:30][CH2:29][C:14]4([O:18][C:17](=[O:19])[N:16]([C:20]5[CH:25]=[CH:24][CH:23]=[C:22]([O:26][CH2:27][CH3:28])[CH:21]=5)[CH2:15]4)[CH2:13]3)[C:6]=2[CH:5]=[C:4]([C:33]#[N:34])[CH:3]=1.[CH3:35][Zn]C.CCCCCCC.C(O)(C(F)(F)F)=O.